From a dataset of Reaction yield outcomes from USPTO patents with 853,638 reactions. Predict the reaction yield, written as a fraction of the theoretical maximum amount of product (1.0 means a 100% yield; for example, 0.34 means a 34% yield). (1) The reactants are [C:1]([C:4]1[C:9](=[O:10])[C:8]([O:11][CH3:12])=[CH:7][N:6]([C:13]2[CH:18]=[CH:17][C:16]([N:19]3[CH:23]=[CH:22][CH:21]=[N:20]3)=[CH:15][C:14]=2[F:24])[N:5]=1)(=O)[CH3:2].[CH3:25]C(O)=O.[F:29][C:30]1[CH:35]=[CH:34][CH:33]=[CH:32][C:31]=1[NH:36][NH2:37]. The catalyst is COC(OC)N(C)C. The product is [F:29][C:30]1[CH:35]=[CH:34][CH:33]=[CH:32][C:31]=1[N:36]1[C:1]([C:4]2[C:9](=[O:10])[C:8]([O:11][CH3:12])=[CH:7][N:6]([C:13]3[CH:18]=[CH:17][C:16]([N:19]4[CH:23]=[CH:22][CH:21]=[N:20]4)=[CH:15][C:14]=3[F:24])[N:5]=2)=[CH:2][CH:25]=[N:37]1. The yield is 0.470. (2) The reactants are [CH2:1]([S:3]([N:6]1[CH2:11][CH2:10][CH:9]([C:12]2[C:20]3[C:15](=[C:16]([C:31]([NH2:33])=[O:32])[CH:17]=[C:18]([C:21]4[CH:26]=[CH:25][C:24]([CH2:27][CH2:28][NH:29][CH3:30])=[CH:23][CH:22]=4)[CH:19]=3)[NH:14][CH:13]=2)[CH2:8][CH2:7]1)(=[O:5])=[O:4])[CH3:2].CN.O1CC[CH2:38][CH2:37]1. The product is [CH2:1]([S:3]([N:6]1[CH2:11][CH2:10][CH:9]([C:12]2[C:20]3[C:15](=[C:16]([C:31]([NH2:33])=[O:32])[CH:17]=[C:18]([C:21]4[CH:22]=[CH:23][C:24]([CH2:27][CH2:28][NH:29][CH2:30][CH2:37][CH3:38])=[CH:25][CH:26]=4)[CH:19]=3)[NH:14][CH:13]=2)[CH2:8][CH2:7]1)(=[O:5])=[O:4])[CH3:2]. No catalyst specified. The yield is 0.275. (3) The reactants are [Cl:1][C:2]1[CH:10]=[CH:9][CH:8]=[C:7]2[C:3]=1[CH2:4][CH2:5][C@@H:6]2[OH:11].[CH3:12][O:13][C:14](=[O:26])[CH2:15][C@H:16]1[C:20]2[CH:21]=[CH:22][C:23](O)=[CH:24][C:19]=2[O:18][CH2:17]1. No catalyst specified. The product is [CH3:12][O:13][C:14](=[O:26])[CH2:15][C@H:16]1[C:20]2[CH:21]=[CH:22][C:23]([O:11][C@H:6]3[C:7]4[C:3](=[C:2]([Cl:1])[CH:10]=[CH:9][CH:8]=4)[CH2:4][CH2:5]3)=[CH:24][C:19]=2[O:18][CH2:17]1. The yield is 0.480. (4) The reactants are Br[C:2]1[CH:3]=[C:4]([N+:13]([O-:15])=[O:14])[C:5]([NH:8][CH2:9][C:10]([NH2:12])=[O:11])=[N:6][CH:7]=1.[F:16][C:17]1[CH:25]=[C:24]2[C:20]([C:21](B3OC(C)(C)C(C)(C)O3)=[CH:22][N:23]2[C:26]([O:28][C:29]([CH3:32])([CH3:31])[CH3:30])=[O:27])=[CH:19][CH:18]=1. No catalyst specified. The product is [NH2:12][C:10](=[O:11])[CH2:9][NH:8][C:5]1[N:6]=[CH:7][C:2]([C:21]2[C:20]3[C:24](=[CH:25][C:17]([F:16])=[CH:18][CH:19]=3)[N:23]([C:26]([O:28][C:29]([CH3:32])([CH3:31])[CH3:30])=[O:27])[CH:22]=2)=[CH:3][C:4]=1[N+:13]([O-:15])=[O:14]. The yield is 0.410. (5) The reactants are F[C:2]1[CH:7]=[CH:6][C:5]([N+:8]([O-:10])=[O:9])=[C:4]([O:11][CH3:12])[CH:3]=1.[NH:13]1[CH2:18][CH2:17][O:16][CH2:15][CH2:14]1.C([O-])([O-])=O.[K+].[K+].O. The catalyst is CN(C=O)C. The product is [CH3:12][O:11][C:4]1[CH:3]=[C:2]([N:13]2[CH2:18][CH2:17][O:16][CH2:15][CH2:14]2)[CH:7]=[CH:6][C:5]=1[N+:8]([O-:10])=[O:9]. The yield is 0.860. (6) The reactants are [CH3:1][N:2]1[CH2:6][CH2:5][C@H:4]([O:7][C:8]2[CH:15]=[CH:14][C:13]([C:16]([F:19])([F:18])[F:17])=[CH:12][C:9]=2[C:10]#N)[CH2:3]1.[OH-:20].[Na+].[OH:22]O. The catalyst is C(O)C.O. The product is [CH3:1][N:2]1[CH2:6][CH2:5][C@H:4]([O:7][C:8]2[CH:15]=[CH:14][C:13]([C:16]([F:19])([F:18])[F:17])=[CH:12][C:9]=2[C:10]([OH:22])=[O:20])[CH2:3]1. The yield is 0.800.